This data is from Full USPTO retrosynthesis dataset with 1.9M reactions from patents (1976-2016). The task is: Predict the reactants needed to synthesize the given product. (1) Given the product [NH2:1][C:2]1[C:6]2[C:7](=[O:28])[N:8]([C@H:23]([CH:25]3[CH2:26][CH2:27]3)[CH3:24])[CH:9]=[C:10]([C:11]3[CH:15]=[C:14]([N:16]4[CH2:21][CH2:20][O:19][CH2:18][CH2:17]4)[N:13]([CH3:22])[N:12]=3)[C:5]=2[NH:4][N:3]=1, predict the reactants needed to synthesize it. The reactants are: [NH2:1][C:2]1[C:6]2[C:7](=[O:28])[N:8]([CH:23]([CH:25]3[CH2:27][CH2:26]3)[CH3:24])[CH:9]=[C:10]([C:11]3[CH:15]=[C:14]([N:16]4[CH2:21][CH2:20][O:19][CH2:18][CH2:17]4)[N:13]([CH3:22])[N:12]=3)[C:5]=2[NH:4][N:3]=1.C(=O)=O.CO.C(NCC)C. (2) Given the product [Cl:1][C:2]1[CH:7]=[CH:6][C:5]([O:8][C:9]2[CH:14]=[CH:13][C:12]([CH2:15][CH2:16][O:17][C:18]3[N:19]([CH3:36])[CH:20]=[C:21]([CH2:25][C:26]4[CH:27]=[N:28][N:29]([CH3:31])[CH:30]=4)[C:22](=[O:24])[N:23]=3)=[CH:11][CH:10]=2)=[CH:4][C:3]=1[C:32]([F:35])([F:33])[F:34], predict the reactants needed to synthesize it. The reactants are: [Cl:1][C:2]1[CH:7]=[CH:6][C:5]([O:8][C:9]2[CH:14]=[CH:13][C:12]([CH2:15][CH2:16][O:17][C:18]3[NH:19][CH:20]=[C:21]([CH2:25][C:26]4[CH:27]=[N:28][N:29]([CH3:31])[CH:30]=4)[C:22](=[O:24])[N:23]=3)=[CH:11][CH:10]=2)=[CH:4][C:3]=1[C:32]([F:35])([F:34])[F:33].[CH3:36]CN(C(C)C)C(C)C.CI.